The task is: Predict the reaction yield, written as a fraction of the theoretical maximum amount of product (1.0 means a 100% yield; for example, 0.34 means a 34% yield).. This data is from Reaction yield outcomes from USPTO patents with 853,638 reactions. The reactants are [NH2:1][C:2]1[C:7]([C:8](OC(C)(C)C)=[O:9])=[C:6]([C:15]2[CH2:16][N:17]([C:21]([O:23][C:24]([CH3:27])([CH3:26])[CH3:25])=[O:22])[CH2:18][CH2:19][CH:20]=2)[CH:5]=[C:4]([C:28]2[CH:33]=[CH:32][CH:31]=[CH:30][C:29]=2[O:34][CH2:35][C:36]2[CH:41]=[CH:40][C:39]([O:42][CH3:43])=[CH:38][CH:37]=2)[N:3]=1.[H-].COCCO[Al+]OCCOC.[Na+].[H-]. The catalyst is C1COCC1. The product is [NH2:1][C:2]1[C:7]([CH2:8][OH:9])=[C:6]([C:15]2[CH2:16][N:17]([C:21]([O:23][C:24]([CH3:27])([CH3:26])[CH3:25])=[O:22])[CH2:18][CH2:19][CH:20]=2)[CH:5]=[C:4]([C:28]2[CH:33]=[CH:32][CH:31]=[CH:30][C:29]=2[O:34][CH2:35][C:36]2[CH:37]=[CH:38][C:39]([O:42][CH3:43])=[CH:40][CH:41]=2)[N:3]=1. The yield is 0.570.